From a dataset of Peptide-MHC class I binding affinity with 185,985 pairs from IEDB/IMGT. Regression. Given a peptide amino acid sequence and an MHC pseudo amino acid sequence, predict their binding affinity value. This is MHC class I binding data. The peptide sequence is EEFRQYTAFTL. The MHC is H-2-Kk with pseudo-sequence H-2-Kk. The binding affinity (normalized) is 0.587.